Task: Predict the reactants needed to synthesize the given product.. Dataset: Full USPTO retrosynthesis dataset with 1.9M reactions from patents (1976-2016) (1) Given the product [NH2:27][C@@H:26]([CH2:31][C:32]1[CH:33]=[C:34]([O:42][CH3:43])[C:35]([O:40][CH3:41])=[C:36]([O:38][CH3:39])[CH:37]=1)[C:25]([OH:44])=[O:24], predict the reactants needed to synthesize it. The reactants are: COC1C=C(C=C(OC)C=1OC)C=O.C(NCC(O)=O)(=O)C.C[O:24][C:25](=[O:44])[C@H:26]([CH2:31][C:32]1[CH:37]=[C:36]([O:38][CH3:39])[C:35]([O:40][CH3:41])=[C:34]([O:42][CH3:43])[CH:33]=1)[NH:27]C(=O)C. (2) Given the product [S:12]([NH:1][C:2]1[CH:9]=[CH:8][CH:7]=[C:6]([S:10][CH3:11])[C:3]=1[C:4]#[N:5])(=[O:15])(=[O:14])[NH2:13], predict the reactants needed to synthesize it. The reactants are: [NH2:1][C:2]1[CH:9]=[CH:8][CH:7]=[C:6]([S:10][CH3:11])[C:3]=1[C:4]#[N:5].[S:12](Cl)(=[O:15])(=[O:14])[NH2:13]. (3) Given the product [CH3:1][O:2][C:3]1[CH:4]=[CH:5][C:6]([CH:7]=[CH:39][C:36]2[CH:35]=[CH:34][C:33]([N:24]([C:25]3[CH:32]=[CH:31][C:28]([CH3:29])=[CH:27][CH:26]=3)[C:21]3[CH:22]=[CH:23][C:18]([CH3:40])=[CH:19][CH:20]=3)=[CH:38][CH:37]=2)=[CH:16][CH:17]=1, predict the reactants needed to synthesize it. The reactants are: [CH3:1][O:2][C:3]1[CH:17]=[CH:16][C:6]([CH2:7]P(=O)(OCC)OCC)=[CH:5][CH:4]=1.[C:18]1([CH3:40])[CH:23]=[CH:22][C:21]([N:24]([C:33]2[CH:38]=[CH:37][C:36]([CH3:39])=[CH:35][CH:34]=2)[C:25]2[CH:32]=[CH:31][C:28]([CH:29]=O)=[CH:27][CH:26]=2)=[CH:20][CH:19]=1.C(O[K])(C)(C)C.O. (4) The reactants are: [NH2:1][C:2]1[CH:3]=[C:4]([C:8]2[N:9]([CH3:20])[C:10]3[C:15]([C:16]=2[C:17]#[N:18])=[CH:14][CH:13]=[C:12]([Cl:19])[CH:11]=3)[CH:5]=[N:6][CH:7]=1.[H-].[Na+].CC(S(Cl)(=O)=O)C. Given the product [Cl:19][C:12]1[CH:11]=[C:10]2[C:15]([C:16]([C:17]#[N:18])=[C:8]([C:4]3[CH:3]=[C:2]([N:1]=[CH:8][N:9]([CH3:20])[CH3:10])[CH:7]=[N:6][CH:5]=3)[N:9]2[CH3:20])=[CH:14][CH:13]=1, predict the reactants needed to synthesize it.